Dataset: Reaction yield outcomes from USPTO patents with 853,638 reactions. Task: Predict the reaction yield, written as a fraction of the theoretical maximum amount of product (1.0 means a 100% yield; for example, 0.34 means a 34% yield). (1) The reactants are [Cl:1][CH2:2][C:3](=[O:10])[CH2:4][C:5]([O:7][CH2:8][CH3:9])=[O:6].C(OCCC)(OCCC)O[CH2:13][CH2:14][CH3:15].O=P12OP3(OP(OP(O3)(O1)=O)(=O)O2)=O. The catalyst is S(=O)(=O)(O)O.C(Cl)(Cl)Cl. The product is [Cl:1][CH2:2]/[C:3](/[O:10][CH2:13][CH2:14][CH3:15])=[CH:4]\[C:5]([O:7][CH2:8][CH3:9])=[O:6]. The yield is 0.740. (2) The reactants are [CH:1]1([O:6][C:7]2[CH:8]=[C:9]([NH2:15])[CH:10]=[CH:11][C:12]=2[O:13][CH3:14])[CH2:5][CH2:4][CH2:3][CH2:2]1.C(N(CC)CC)C.[C:23](Cl)(=[O:30])[C:24]1[CH:29]=[CH:28][CH:27]=[N:26][CH:25]=1.[OH-].[Na+]. The catalyst is C(Cl)Cl.O. The product is [CH:1]1([O:6][C:7]2[CH:8]=[C:9]([NH:15][C:23](=[O:30])[C:24]3[CH:29]=[CH:28][CH:27]=[N:26][CH:25]=3)[CH:10]=[CH:11][C:12]=2[O:13][CH3:14])[CH2:2][CH2:3][CH2:4][CH2:5]1. The yield is 0.850. (3) The reactants are [CH2:1]([C:5]1[CH:12]=[CH:11][C:8]([CH:9]=O)=[CH:7][CH:6]=1)[CH:2]([CH3:4])[CH3:3].C(O)C.N1C=CC=CC=1.Cl.[NH2:23][OH:24]. The catalyst is CCOCC.O. The product is [CH2:1]([C:5]1[CH:12]=[CH:11][C:8]([CH:9]=[N:23][OH:24])=[CH:7][CH:6]=1)[CH:2]([CH3:4])[CH3:3]. The yield is 0.840. (4) The reactants are C([O:3][C:4]([C:6]1[N:7]([CH2:15][C:16]#[N:17])[C:8]2[C:13]([CH:14]=1)=[CH:12][CH:11]=[CH:10][CH:9]=2)=[O:5])C.O[Li].O. The catalyst is C1COCC1.O. The product is [C:16]([CH2:15][N:7]1[C:8]2[C:13](=[CH:12][CH:11]=[CH:10][CH:9]=2)[CH:14]=[C:6]1[C:4]([OH:5])=[O:3])#[N:17]. The yield is 0.700.